This data is from Forward reaction prediction with 1.9M reactions from USPTO patents (1976-2016). The task is: Predict the product of the given reaction. (1) Given the reactants [CH3:1][O:2][C:3](=O)[C@H:4]([CH:6]([CH3:8])[CH3:7])[NH2:5].O[CH2:11][C@@H:12](N)[CH:13](C)C.OCCN.C(=O)C(C)C, predict the reaction product. The product is: [CH:12]([CH:1]1[NH:5][C@@H:4]([CH:6]([CH3:8])[CH3:7])[CH2:3][O:2]1)([CH3:13])[CH3:11]. (2) Given the reactants CCCC[N+](CCCC)(CCCC)CCCC.[F-].[CH3:19][O:20][C:21]([C:23]1[S:24][C:25]([CH2:28][CH2:29][CH2:30][C@H:31]2[CH2:35][CH2:34][CH:33]=[C:32]2[C:36]2[CH:41]=[CH:40][C:39]([C@@H:42]([O:48][Si](C(C)(C)C)(C)C)[CH2:43][CH2:44][CH2:45][CH2:46][CH3:47])=[CH:38][CH:37]=2)=[CH:26][CH:27]=1)=[O:22], predict the reaction product. The product is: [CH3:19][O:20][C:21]([C:23]1[S:24][C:25]([CH2:28][CH2:29][CH2:30][C@H:31]2[CH2:35][CH2:34][CH:33]=[C:32]2[C:36]2[CH:37]=[CH:38][C:39]([C@@H:42]([OH:48])[CH2:43][CH2:44][CH2:45][CH2:46][CH3:47])=[CH:40][CH:41]=2)=[CH:26][CH:27]=1)=[O:22]. (3) Given the reactants [CH2:1]([O:3][C:4](=[O:30])[CH2:5][N:6]1[C:14]2[N:13]=[C:12](Cl)[N:11]([CH2:16][C:17]#[C:18][CH3:19])[C:10]=2[C:9](=[O:20])[N:8]([CH2:21][CH2:22][C:23]2[CH:28]=[CH:27][CH:26]=[CH:25][CH:24]=2)[C:7]1=[O:29])[CH3:2].[C:31]([O:35][C:36]([N:38]1[CH2:43][CH2:42][NH:41][CH2:40][CH2:39]1)=[O:37])([CH3:34])([CH3:33])[CH3:32], predict the reaction product. The product is: [C:31]([O:35][C:36]([N:38]1[CH2:43][CH2:42][N:41]([C:12]2[N:11]([CH2:16][C:17]#[C:18][CH3:19])[C:10]3[C:9](=[O:20])[N:8]([CH2:21][CH2:22][C:23]4[CH:28]=[CH:27][CH:26]=[CH:25][CH:24]=4)[C:7](=[O:29])[N:6]([CH2:5][C:4]([O:3][CH2:1][CH3:2])=[O:30])[C:14]=3[N:13]=2)[CH2:40][CH2:39]1)=[O:37])([CH3:34])([CH3:32])[CH3:33].